From a dataset of CYP2D6 inhibition data for predicting drug metabolism from PubChem BioAssay. Regression/Classification. Given a drug SMILES string, predict its absorption, distribution, metabolism, or excretion properties. Task type varies by dataset: regression for continuous measurements (e.g., permeability, clearance, half-life) or binary classification for categorical outcomes (e.g., BBB penetration, CYP inhibition). Dataset: cyp2d6_veith. (1) The compound is CCC/C=C(\CCC)C(NS(=O)(=O)c1ccc(Cl)cc1)c1ccc(C(=O)OC)cc1. The result is 0 (non-inhibitor). (2) The compound is Cc1cc(C(=O)CC#N)c(C)n1CC(F)(F)F. The result is 0 (non-inhibitor). (3) The molecule is COCCn1c(=O)c(CCc2ccccc2)nc2cnc(N3CCOCC3)nc21. The result is 0 (non-inhibitor). (4) The drug is CCNc1ncc2nc(-c3ccc(Cl)cc3)c(=O)n(Cc3cccc(OC)c3)c2n1. The result is 0 (non-inhibitor). (5) The compound is C[C@@H]1O[C@H](C[N+](C)(C)C)C[C@H]1O. The result is 0 (non-inhibitor). (6) The compound is Cc1cccc(CNc2ccnc(-c3cccnc3)n2)c1. The result is 1 (inhibitor). (7) The molecule is COc1ccc(-n2c(=O)c(-c3cccc(C#N)c3)nc3cnc(N4CCNCC4)nc32)cc1. The result is 0 (non-inhibitor). (8) The drug is O=S(=O)(c1ccccc1)N1CCC2(CCCN(C(c3ccccc3)c3ccccc3)C2)CC1. The result is 1 (inhibitor).